This data is from Experimentally validated miRNA-target interactions with 360,000+ pairs, plus equal number of negative samples. The task is: Binary Classification. Given a miRNA mature sequence and a target amino acid sequence, predict their likelihood of interaction. (1) The miRNA is hsa-miR-1296-5p with sequence UUAGGGCCCUGGCUCCAUCUCC. The protein sequence of the target gene is MVIQKEKKSCGQVVEEWKEFVWNPRTHQFMGRTGTSWAFILLFYLVFYGFLTAMFSLTMWVMLQTVSDHTPKYQDRLATPGLMIRPKTENLDVIVNISDTESWGQHVQKLNKFLEPYNDSIQAQKNDVCRPGRYYEQPDNGVLNYPKRACQFNRTQLGDCSGIGDPTHYGYSTGQPCVFIKMNRVINFYAGANQSMNVTCVGKRDEDAENLGHFVMFPANGSIDLMYFPYYGKKFHVNYTQPLVAVKFLNVTPNVEVNVECRINAANIATDDERDKFAGRVAFKLRINKT. Result: 0 (no interaction). (2) The miRNA is hsa-miR-3126-5p with sequence UGAGGGACAGAUGCCAGAAGCA. The protein sequence of the target gene is MAAATGAVAASAASGQAEGKKITDLRVIDLKSELKRRNLDITGVKTVLISRLKQAIEEEGGDPDNIELTVSTDTPNKKPTKGKGKKHEADELSGDASVEDDAFIKDCELENQEAHEQDGNDELKDSEEFGENEEENVHSKELLSAEENKRAHELIEAEGIEDIEKEDIESQEIEAQEGEDDTFLTAQDGEEEENEKDIAGSGDGTQEVSKPLPSEGSLAEADHTAHEEMEAHTTVKEAEDDNISVTIQAEDAITLDFDGDDLLETGKNVKITDSEASKPKDGQDAIAQSPEKESKDYEMN.... Result: 0 (no interaction).